This data is from Forward reaction prediction with 1.9M reactions from USPTO patents (1976-2016). The task is: Predict the product of the given reaction. Given the reactants Cl[C:2]1[C:11]2[C:6](=[C:7]([S:12][CH3:13])[CH:8]=[CH:9][CH:10]=2)[N:5]=[C:4]([CH3:14])[CH:3]=1.[Cl:15][C:16]1[CH:23]=[CH:22][C:19]([CH2:20][NH2:21])=[CH:18][CH:17]=1, predict the reaction product. The product is: [Cl:15][C:16]1[CH:23]=[CH:22][C:19]([CH2:20][NH:21][C:2]2[C:11]3[C:6](=[C:7]([S:12][CH3:13])[CH:8]=[CH:9][CH:10]=3)[N:5]=[C:4]([CH3:14])[CH:3]=2)=[CH:18][CH:17]=1.